From a dataset of Human liver microsome stability data. Regression/Classification. Given a drug SMILES string, predict its absorption, distribution, metabolism, or excretion properties. Task type varies by dataset: regression for continuous measurements (e.g., permeability, clearance, half-life) or binary classification for categorical outcomes (e.g., BBB penetration, CYP inhibition). Dataset: hlm. (1) The drug is CC(C)(C)c1cc(NC(=O)N2CCCN(C(=O)N3CCS(=O)(=O)CC3)CC2)no1. The result is 0 (unstable in human liver microsomes). (2) The molecule is O=C(N[C@@H](Cn1ccnc1)c1ccc(Cl)cc1Cl)c1ccc(-c2nnc(-c3cccc(Br)c3)o2)cc1. The result is 0 (unstable in human liver microsomes).